Dataset: Forward reaction prediction with 1.9M reactions from USPTO patents (1976-2016). Task: Predict the product of the given reaction. (1) Given the reactants O[C:2]1([CH3:10])[CH2:5][CH:4]([C:6]([O:8][CH3:9])=[O:7])[CH2:3]1.CCN(S(F)(F)[F:17])CC.O, predict the reaction product. The product is: [F:17][C:2]1([CH3:10])[CH2:5][CH:4]([C:6]([O:8][CH3:9])=[O:7])[CH2:3]1. (2) Given the reactants [BH4-].[Na+].C([C:5]1[CH:6]=[C:7]([CH:20]=[CH:21][C:22]=1[B:23]1[O:27][C:26](C)(C)C(C)(C)[O:24]1)[O:8][C:9]1[CH:17]=[CH:16][C:12]([C:13]([NH2:15])=[O:14])=[C:11]([O:18][CH3:19])[N:10]=1)=O, predict the reaction product. The product is: [OH:24][B:23]1[C:22]2[CH:21]=[CH:20][C:7]([O:8][C:9]3[CH:17]=[CH:16][C:12]([C:13]([NH2:15])=[O:14])=[C:11]([O:18][CH3:19])[N:10]=3)=[CH:6][C:5]=2[CH2:26][O:27]1.